This data is from Reaction yield outcomes from USPTO patents with 853,638 reactions. The task is: Predict the reaction yield, written as a fraction of the theoretical maximum amount of product (1.0 means a 100% yield; for example, 0.34 means a 34% yield). (1) The catalyst is C(O)C. The reactants are Br[CH2:2][C:3]1[CH:8]=[CH:7][C:6]([Cl:9])=[C:5]([O:10][CH3:11])[CH:4]=1.[C-:12]#[N:13].[Na+]. The yield is 0.480. The product is [Cl:9][C:6]1[CH:7]=[CH:8][C:3]([CH2:2][C:12]#[N:13])=[CH:4][C:5]=1[O:10][CH3:11]. (2) The reactants are Br[C:2]([CH3:13])([C:8]([O:10][CH2:11][CH3:12])=[O:9])[C:3]([O:5][CH2:6][CH3:7])=[O:4].[F-].[K+].[N+:16]([C:19]1[CH:20]=[C:21]([OH:25])[CH:22]=[CH:23][CH:24]=1)([O-:18])=[O:17]. The catalyst is CN(C=O)C.O. The product is [CH3:13][C:2]([O:25][C:21]1[CH:22]=[CH:23][CH:24]=[C:19]([N+:16]([O-:18])=[O:17])[CH:20]=1)([C:8]([O:10][CH2:11][CH3:12])=[O:9])[C:3]([O:5][CH2:6][CH3:7])=[O:4]. The yield is 0.800. (3) The reactants are [C:1]([S:4][CH2:5][CH:6]([C:10]([F:13])([F:12])[F:11])[C:7]([OH:9])=[O:8])(=O)C.[OH-].[K+].CI. The catalyst is CO. The product is [F:11][C:10]([F:12])([F:13])[CH:6]([CH2:5][S:4][CH3:1])[C:7]([OH:9])=[O:8]. The yield is 0.726.